From a dataset of Full USPTO retrosynthesis dataset with 1.9M reactions from patents (1976-2016). Predict the reactants needed to synthesize the given product. Given the product [F:29][C:27]1[CH:26]=[CH:25][C:23]2[N:24]=[C:20]([NH:1][C:2]3[CH:3]=[CH:4][C:5]([C:8]4[CH:13]=[CH:12][C:11]([C:14]([O:16][CH3:17])=[O:15])=[C:10]([Cl:18])[CH:9]=4)=[CH:6][CH:7]=3)[S:21][C:22]=2[CH:28]=1, predict the reactants needed to synthesize it. The reactants are: [NH2:1][C:2]1[CH:7]=[CH:6][C:5]([C:8]2[CH:13]=[CH:12][C:11]([C:14]([O:16][CH3:17])=[O:15])=[C:10]([Cl:18])[CH:9]=2)=[CH:4][CH:3]=1.Cl[C:20]1[S:21][C:22]2[CH:28]=[C:27]([F:29])[CH:26]=[CH:25][C:23]=2[N:24]=1.Cl.O1CCOCC1.